From a dataset of Catalyst prediction with 721,799 reactions and 888 catalyst types from USPTO. Predict which catalyst facilitates the given reaction. (1) Reactant: [NH2:1][C:2]1[N:7]=[CH:6][C:5]([O:8][C:9]2[CH:10]=[CH:11][C:12]([Cl:23])=[C:13]([NH:15][C:16](=[O:22])[O:17][C:18]([CH3:21])([CH3:20])[CH3:19])[CH:14]=2)=[CH:4][CH:3]=1.[N:24]([C:27]([O:29][CH2:30][CH3:31])=[O:28])=[C:25]=[S:26]. The catalyst class is: 16. Product: [C:18]([O:17][C:16]([NH:15][C:13]1[CH:14]=[C:9]([CH:10]=[CH:11][C:12]=1[Cl:23])[O:8][C:5]1[CH:4]=[CH:3][C:2]([NH:1][C:25]([NH:24][C:27](=[O:28])[O:29][CH2:30][CH3:31])=[S:26])=[N:7][CH:6]=1)=[O:22])([CH3:19])([CH3:20])[CH3:21]. (2) Reactant: [Cl:1][C:2]1[CH:3]=[C:4]([CH:8]2[C:13]([C:14]([OH:16])=O)=[C:12]([CH3:17])[NH:11][C:10](=[O:18])[NH:9]2)[CH:5]=[CH:6][CH:7]=1.[C:19]1([CH:25]([C:29]2[CH:34]=[CH:33][CH:32]=[CH:31][CH:30]=2)[CH2:26][CH2:27][NH2:28])[CH:24]=[CH:23][CH:22]=[CH:21][CH:20]=1.Cl.C(N=C=NCCCN(C)C)C. Product: [C:29]1([CH:25]([C:19]2[CH:20]=[CH:21][CH:22]=[CH:23][CH:24]=2)[CH2:26][CH2:27][NH:28][C:14]([C:13]2[CH:8]([C:4]3[CH:5]=[CH:6][CH:7]=[C:2]([Cl:1])[CH:3]=3)[NH:9][C:10](=[O:18])[NH:11][C:12]=2[CH3:17])=[O:16])[CH:30]=[CH:31][CH:32]=[CH:33][CH:34]=1. The catalyst class is: 3. (3) Reactant: [OH:1][CH2:2][C@@H:3]1[C@@H:7]([O:8][Si](C(C)C)(C(C)C)C(C)C)[CH2:6][C@H:5]([NH:19][C:20]2[C:25]([C:26]([C:28]3[S:29][C:30]([CH3:43])=[C:31]([C@H:33]4[C:42]5[C:37](=[CH:38][CH:39]=[CH:40][CH:41]=5)[CH2:36][CH2:35][O:34]4)[CH:32]=3)=[O:27])=[CH:24][N:23]=[CH:22][N:21]=2)[CH2:4]1.Cl[S:45]([NH2:48])(=[O:47])=[O:46].Cl. Product: [S:45](=[O:47])(=[O:46])([O:1][CH2:2][C@H:3]1[CH2:4][C@@H:5]([NH:19][C:20]2[C:25]([C:26]([C:28]3[S:29][C:30]([CH3:43])=[C:31]([C@H:33]4[C:42]5[C:37](=[CH:38][CH:39]=[CH:40][CH:41]=5)[CH2:36][CH2:35][O:34]4)[CH:32]=3)=[O:27])=[CH:24][N:23]=[CH:22][N:21]=2)[CH2:6][C@@H:7]1[OH:8])[NH2:48]. The catalyst class is: 198. (4) Product: [NH:1]1[CH:5]=[CH:4][N:3]=[C:2]1[CH2:6][N:7]([CH2:8][C:9]1[CH:10]=[C:11]2[C:16](=[CH:17][CH:18]=1)[CH2:15][N:14]([CH2:19][CH2:20][CH2:21][CH2:22][N:23]([CH2:24][CH2:25][CH3:26])[CH2:27][CH2:28][CH3:29])[CH2:13][CH2:12]2)[CH2:36][C:32]1[N:31]([CH3:30])[CH:35]=[CH:34][N:33]=1. The catalyst class is: 5. Reactant: [NH:1]1[CH:5]=[CH:4][N:3]=[C:2]1[CH2:6][NH:7][CH2:8][C:9]1[CH:10]=[C:11]2[C:16](=[CH:17][CH:18]=1)[CH2:15][N:14]([CH2:19][CH2:20][CH2:21][CH2:22][N:23]([CH2:27][CH2:28][CH3:29])[CH2:24][CH2:25][CH3:26])[CH2:13][CH2:12]2.[CH3:30][N:31]1[CH:35]=[CH:34][N:33]=[C:32]1[CH:36]=O.C([BH3-])#N.[Na+].C(O)(=O)C. (5) Reactant: [CH3:1][S:2]([OH:5])(=[O:4])=[O:3].[F:6][C:7]1[CH:8]=[C:9]2[C:14](=[CH:15][C:16]=1[N:17]1[CH2:22][CH2:21][NH:20][CH2:19][CH2:18]1)[N:13]1[C@H:23]([CH3:25])[S:24][C:12]1=[C:11]([C:26]([OH:28])=[O:27])[C:10]2=[O:29]. Product: [S:2]([OH:5])(=[O:4])(=[O:3])[CH3:1].[F:6][C:7]1[CH:8]=[C:9]2[C:14](=[CH:15][C:16]=1[N:17]1[CH2:22][CH2:21][NH:20][CH2:19][CH2:18]1)[N:13]1[C@H:23]([CH3:25])[S:24][C:12]1=[C:11]([C:26]([OH:28])=[O:27])[C:10]2=[O:29]. The catalyst class is: 6. (6) Reactant: [CH2:1]([O:8][C:9]1[CH:10]=[C:11]([CH2:17][CH:18]([NH:20][CH:21]=O)[CH3:19])[CH:12]=[CH:13][C:14]=1[O:15][CH3:16])[C:2]1[CH:7]=[CH:6][CH:5]=[CH:4][CH:3]=1.O=P(Cl)(Cl)Cl. The catalyst class is: 10. Product: [CH2:1]([O:8][C:9]1[CH:10]=[C:11]2[C:12](=[CH:13][C:14]=1[O:15][CH3:16])[CH:21]=[N:20][CH:18]([CH3:19])[CH2:17]2)[C:2]1[CH:3]=[CH:4][CH:5]=[CH:6][CH:7]=1. (7) Reactant: [CH2:1]([C:3]1[CH:8]=[CH:7][C:6]([F:9])=[CH:5][CH:4]=1)[CH3:2].CN(CCN(CCN(C)C)C)C.C([Li])CCC.CN([CH:30]=[O:31])C. Product: [CH2:1]([C:3]1[CH:4]=[CH:5][C:6]([F:9])=[C:7]([CH:8]=1)[CH:30]=[O:31])[CH3:2]. The catalyst class is: 1. (8) Reactant: Cl[CH:2]1[CH:11]=[CH:10][C:9]2[C:8](=[O:12])[CH:7]3[CH2:13][CH2:14][CH2:15][CH2:16][CH:6]3[CH2:5][C:4]=2[NH:3]1.[CH:17]1([NH:23][CH3:24])[CH2:22][CH2:21][CH2:20][CH2:19][CH2:18]1. Product: [CH:17]1([N:23]([CH3:24])[C:2]2[CH:11]=[CH:10][C:9]3[C:8](=[O:12])[CH:7]4[CH2:13][CH2:14][CH2:15][CH2:16][CH:6]4[CH2:5][C:4]=3[N:3]=2)[CH2:22][CH2:21][CH2:20][CH2:19][CH2:18]1. The catalyst class is: 828. (9) Reactant: Br[C:2]1[CH:7]=[CH:6][C:5]([CH2:8][N:9]2[CH2:12][CH:11]([OH:13])[CH2:10]2)=[C:4]([F:14])[CH:3]=1.[B:15]1([B:15]2[O:19][C:18]([CH3:21])([CH3:20])[C:17]([CH3:23])([CH3:22])[O:16]2)[O:19][C:18]([CH3:21])([CH3:20])[C:17]([CH3:23])([CH3:22])[O:16]1.C([O-])(=O)C.[K+]. Product: [F:14][C:4]1[CH:3]=[C:2]([B:15]2[O:19][C:18]([CH3:21])([CH3:20])[C:17]([CH3:23])([CH3:22])[O:16]2)[CH:7]=[CH:6][C:5]=1[CH2:8][N:9]1[CH2:12][CH:11]([OH:13])[CH2:10]1. The catalyst class is: 438. (10) Reactant: C[O:2][C:3]([C:5]1[CH:6]2[N:31]([C:32]([O:34][C:35]([CH3:38])([CH3:37])[CH3:36])=[O:33])[CH:9]([CH2:10][C:11]=1[C:12]1[CH:17]=[CH:16][C:15]([CH2:18][CH2:19][CH2:20][O:21][C:22]3[C:27]([F:28])=[CH:26][CH:25]=[C:24]([F:29])[C:23]=3[F:30])=[CH:14][CH:13]=1)[CH2:8][CH2:7]2)=[O:4].[OH-].[Na+]. Product: [C:35]([O:34][C:32]([N:31]1[CH:9]2[CH2:8][CH2:7][CH:6]1[C:5]([C:3]([OH:4])=[O:2])=[C:11]([C:12]1[CH:17]=[CH:16][C:15]([CH2:18][CH2:19][CH2:20][O:21][C:22]3[C:27]([F:28])=[CH:26][CH:25]=[C:24]([F:29])[C:23]=3[F:30])=[CH:14][CH:13]=1)[CH2:10]2)=[O:33])([CH3:38])([CH3:36])[CH3:37]. The catalyst class is: 14.